This data is from Full USPTO retrosynthesis dataset with 1.9M reactions from patents (1976-2016). The task is: Predict the reactants needed to synthesize the given product. Given the product [N+:19]([C:14]1[CH:15]=[CH:16][CH:17]=[C:12]([C:8]2[CH:9]=[CH:10][CH:11]=[C:6]([C:5]3[NH:1][N:2]=[N:3][N:4]=3)[CH:7]=2)[C:13]=1[OH:18])([O-:21])=[O:20], predict the reactants needed to synthesize it. The reactants are: [NH:1]1[C:5]([C:6]2[CH:7]=[C:8]([C:12]3[C:13]([OH:18])=[CH:14][CH:15]=[CH:16][CH:17]=3)[CH:9]=[CH:10][CH:11]=2)=[N:4][N:3]=[N:2]1.[N+:19]([O-])([OH:21])=[O:20].O.